Dataset: Full USPTO retrosynthesis dataset with 1.9M reactions from patents (1976-2016). Task: Predict the reactants needed to synthesize the given product. (1) Given the product [F:1][C:2]([F:6])([F:5])[CH2:3][O:4][C:17](=[O:18])[CH2:16][CH2:15][Br:14], predict the reactants needed to synthesize it. The reactants are: [F:1][C:2]([F:6])([F:5])[CH2:3][OH:4].C(N(CC)CC)C.[Br:14][CH2:15][CH2:16][C:17](Cl)=[O:18]. (2) Given the product [CH3:25][C:23]1[CH:22]=[CH:21][C:13]2[N:14]([C:15]3[CH:16]=[CH:17][CH:18]=[CH:19][CH:20]=3)[C:10]([C@@H:8]([NH2:7])[CH3:9])=[N:11][C:12]=2[CH:24]=1, predict the reactants needed to synthesize it. The reactants are: C(OC(=O)[NH:7][C@H:8]([C:10]1[N:14]([C:15]2[CH:20]=[CH:19][CH:18]=[CH:17][CH:16]=2)[C:13]2[CH:21]=[CH:22][C:23]([CH3:25])=[CH:24][C:12]=2[N:11]=1)[CH3:9])(C)(C)C.C(O)(C(F)(F)F)=O. (3) Given the product [O:25]1[C@H:4]2[C@@H:3]1[CH2:2][C@H:1]([C:7]([O:9][CH2:10][C:11]1[CH:12]=[CH:13][CH:14]=[CH:15][CH:16]=1)=[O:8])[CH2:6][CH2:5]2.[O:30]1[C@@H:4]2[C@H:3]1[CH2:2][C@H:1]([C:7]([O:9][CH2:10][C:11]1[CH:12]=[CH:13][CH:14]=[CH:15][CH:16]=1)=[O:8])[CH2:6][CH2:5]2, predict the reactants needed to synthesize it. The reactants are: [CH:1]1([C:7]([O:9][CH2:10][C:11]2[CH:16]=[CH:15][CH:14]=[CH:13][CH:12]=2)=[O:8])[CH2:6][CH2:5][CH:4]=[CH:3][CH2:2]1.ClC1C=CC=C(C(OO)=[O:25])C=1.S([O-])([O-])(=[O:30])=S.[Na+].[Na+]. (4) Given the product [CH2:1]([NH:7][C:30]([C:17]1[N:18]([CH2:28][CH3:29])[C:19]([C:20]2[CH:25]=[CH:24][C:23]([Cl:26])=[CH:22][C:21]=2[Cl:27])=[C:15]([C:12]2[CH:11]=[CH:10][C:9]([Cl:8])=[CH:14][CH:13]=2)[N:16]=1)=[O:31])[CH2:2][CH2:3][CH2:4][CH2:5][CH3:6], predict the reactants needed to synthesize it. The reactants are: [CH2:1]([NH2:7])[CH2:2][CH2:3][CH2:4][CH2:5][CH3:6].[Cl:8][C:9]1[CH:14]=[CH:13][C:12]([C:15]2[N:16]=[C:17]([C:30](OCC)=[O:31])[N:18]([CH2:28][CH3:29])[C:19]=2[C:20]2[CH:25]=[CH:24][C:23]([Cl:26])=[CH:22][C:21]=2[Cl:27])=[CH:11][CH:10]=1. (5) Given the product [CH3:18][C:19]1[C:23]([NH:24][C:15]([C:6]2[CH:5]=[CH:4][C:3]([O:2][CH3:1])=[C:11]3[O:10][C:9]([CH2:12][O:13][CH3:14])=[CH:8][C:7]=23)=[O:17])=[C:22]([CH3:25])[O:21][N:20]=1, predict the reactants needed to synthesize it. The reactants are: [CH3:1][O:2][C:3]1[CH:4]=[CH:5][C:6]([C:15]([OH:17])=O)=[C:7]2[C:11]=1[O:10][C:9]([CH2:12][O:13][CH3:14])=[CH:8]2.[CH3:18][C:19]1[C:23]([NH2:24])=[C:22]([CH3:25])[O:21][N:20]=1. (6) The reactants are: [NH2:1][CH2:2][CH2:3][NH:4][C:5](=[O:28])[C:6]1[CH:11]=[CH:10][CH:9]=[C:8]([NH:12][C:13]2[N:18]=[C:17]([NH:19][C:20]3[CH:25]=[C:24]([OH:26])[CH:23]=[CH:22][C:21]=3[CH3:27])[CH:16]=[CH:15][N:14]=2)[CH:7]=1.[OH:29][C:30]1[CH:31]=[C:32]2[C:41](=[CH:42][CH:43]=1)[C:40]([C:44]1[CH:49]=[CH:48][C:47]([C:50](O)=[O:51])=[CH:46][C:45]=1[C:53]([OH:55])=[O:54])=[C:39]1[C:34](=[CH:35][C:36](=[O:56])[CH:37]=[CH:38]1)[O:33]2.C(N(CC)CC)C.C(Cl)CCl.C1C=CC2N(O)N=NC=2C=1.Cl. Given the product [OH:26][C:24]1[CH:23]=[CH:22][C:21]([CH3:27])=[C:20]([NH:19][C:17]2[CH:16]=[CH:15][N:14]=[C:13]([NH:12][C:8]3[CH:7]=[C:6]([C:5]([NH:4][CH2:3][CH2:2][NH:1][C:50]([C:47]4[CH:48]=[CH:49][C:44]([C:40]5[C:41]6[C:32]([O:33][C:34]7[C:39]=5[CH:38]=[CH:37][C:36](=[O:56])[CH:35]=7)=[CH:31][C:30]([OH:29])=[CH:43][CH:42]=6)=[C:45]([CH:46]=4)[C:53]([OH:55])=[O:54])=[O:51])=[O:28])[CH:11]=[CH:10][CH:9]=3)[N:18]=2)[CH:25]=1, predict the reactants needed to synthesize it. (7) Given the product [CH2:1]([NH:4][C:5](=[O:13])[C:6]1[CH:11]=[CH:10][CH:9]=[C:8]([C:21]#[C:20][C:14]2[CH:19]=[CH:18][CH:17]=[CH:16][CH:15]=2)[CH:7]=1)[CH2:2][CH3:3], predict the reactants needed to synthesize it. The reactants are: [CH2:1]([NH:4][C:5](=[O:13])[C:6]1[CH:11]=[CH:10][CH:9]=[C:8](I)[CH:7]=1)[CH2:2][CH3:3].[C:14]1([C:20]#[CH:21])[CH:19]=[CH:18][CH:17]=[CH:16][CH:15]=1.N1CCCCC1.C(Cl)Cl. (8) Given the product [CH:31]1([C:25]2[CH:24]=[C:23]([C:21]3[O:20][N:19]=[C:18]([C:14]4[CH:15]=[C:16]([CH3:17])[C:11]([O:10][CH2:9][C@@H:8]([OH:38])[CH2:7][NH:6][CH2:5][C:4]([OH:39])=[O:3])=[C:12]([CH2:36][CH3:37])[CH:13]=4)[N:22]=3)[CH:28]=[C:27]([O:29][CH3:30])[N:26]=2)[CH2:32][CH2:33][CH2:34][CH2:35]1, predict the reactants needed to synthesize it. The reactants are: C([O:3][C:4](=[O:39])[CH2:5][NH:6][CH2:7][C@H:8]([OH:38])[CH2:9][O:10][C:11]1[C:16]([CH3:17])=[CH:15][C:14]([C:18]2[N:22]=[C:21]([C:23]3[CH:28]=[C:27]([O:29][CH3:30])[N:26]=[C:25]([CH:31]4[CH2:35][CH2:34][CH2:33][CH2:32]4)[CH:24]=3)[O:20][N:19]=2)=[CH:13][C:12]=1[CH2:36][CH3:37])C.